This data is from NCI-60 drug combinations with 297,098 pairs across 59 cell lines. The task is: Regression. Given two drug SMILES strings and cell line genomic features, predict the synergy score measuring deviation from expected non-interaction effect. (1) Cell line: DU-145. Synergy scores: CSS=53.0, Synergy_ZIP=-0.180, Synergy_Bliss=-1.80, Synergy_Loewe=-3.67, Synergy_HSA=-0.998. Drug 1: CN1CCC(CC1)COC2=C(C=C3C(=C2)N=CN=C3NC4=C(C=C(C=C4)Br)F)OC. Drug 2: CC12CCC3C(C1CCC2=O)CC(=C)C4=CC(=O)C=CC34C. (2) Drug 1: CNC(=O)C1=NC=CC(=C1)OC2=CC=C(C=C2)NC(=O)NC3=CC(=C(C=C3)Cl)C(F)(F)F. Drug 2: C(CC(=O)O)C(=O)CN.Cl. Cell line: SF-539. Synergy scores: CSS=0.0685, Synergy_ZIP=-3.05, Synergy_Bliss=-6.57, Synergy_Loewe=-3.74, Synergy_HSA=-5.34. (3) Drug 1: COC1=CC(=CC(=C1O)OC)C2C3C(COC3=O)C(C4=CC5=C(C=C24)OCO5)OC6C(C(C7C(O6)COC(O7)C8=CC=CS8)O)O. Drug 2: CC1C(C(CC(O1)OC2CC(CC3=C2C(=C4C(=C3O)C(=O)C5=CC=CC=C5C4=O)O)(C(=O)C)O)N)O. Cell line: CCRF-CEM. Synergy scores: CSS=45.5, Synergy_ZIP=-12.3, Synergy_Bliss=-21.9, Synergy_Loewe=-18.6, Synergy_HSA=-17.0.